Dataset: Reaction yield outcomes from USPTO patents with 853,638 reactions. Task: Predict the reaction yield, written as a fraction of the theoretical maximum amount of product (1.0 means a 100% yield; for example, 0.34 means a 34% yield). (1) The reactants are [Br:1][CH2:2][CH2:3][CH2:4][CH2:5][CH2:6][CH2:7][CH2:8][CH2:9][CH2:10][CH2:11][CH2:12][CH2:13]Br.[N:15]1[C:24]2[C:19](=[CH:20][CH:21]=[CH:22][CH:23]=2)[CH:18]=[CH:17][CH:16]=1. No catalyst specified. The product is [Br-:1].[Br-:1].[CH2:2]([N+:15]1[C:24]2[C:19](=[CH:20][CH:21]=[CH:22][CH:23]=2)[CH:18]=[CH:17][CH:16]=1)[CH2:3][CH2:4][CH2:5][CH2:6][CH2:7][CH2:8][CH2:9][CH2:10][CH2:11][CH2:12][CH2:13][N+:15]1[C:24]2[C:19](=[CH:20][CH:21]=[CH:22][CH:23]=2)[CH:18]=[CH:17][CH:16]=1. The yield is 0.920. (2) The reactants are Cl[C:2]1[CH:7]=[N:6][CH:5]=[CH:4][N:3]=1.[CH:8]1([NH2:12])[CH2:11][CH2:10][CH2:9]1. The catalyst is O. The product is [CH:8]1([NH:12][N:3]2[CH:4]=[CH:5][N:6]=[CH:7][CH2:2]2)[CH2:11][CH2:10][CH2:9]1. The yield is 0.930. (3) The reactants are [CH3:1][O:2][C:3]1[CH:4]=[C:5]2[C:10](=[CH:11][CH:12]=1)[CH:9]=[C:8]([C:13]1[C:21]3[C:16](=[CH:17][CH:18]=[C:19]([C:22]#[N:23])[CH:20]=3)[NH:15][N:14]=1)[CH:7]=[CH:6]2.[OH:24]O.[OH-].[Na+].Cl. The catalyst is O.C(O)C. The product is [CH3:1][O:2][C:3]1[CH:4]=[C:5]2[C:10](=[CH:11][CH:12]=1)[CH:9]=[C:8]([C:13]1[C:21]3[C:16](=[CH:17][CH:18]=[C:19]([C:22]([NH2:23])=[O:24])[CH:20]=3)[NH:15][N:14]=1)[CH:7]=[CH:6]2. The yield is 0.200. (4) The reactants are [CH3:1][O:2][C:3]1[CH:8]=[CH:7][C:6]([N:9]2[CH2:14][CH2:13][O:12][CH2:11][CH2:10]2)=[CH:5][C:4]=1[N+:15]([O-])=O.CO. The catalyst is ClCCl.[Pd]. The product is [CH3:1][O:2][C:3]1[CH:8]=[CH:7][C:6]([N:9]2[CH2:10][CH2:11][O:12][CH2:13][CH2:14]2)=[CH:5][C:4]=1[NH2:15]. The yield is 0.880. (5) The reactants are [C:1]([N:4]1[CH2:9][CH2:8][C:7]2[S:10][C:11]([C:13]3[CH:18]=[CH:17][C:16]([O:19]CC4C=CC=CC=4)=[CH:15][CH:14]=3)=[N:12][C:6]=2[CH2:5]1)(=[O:3])[CH3:2].B(Br)(Br)Br.O. The catalyst is ClCCl. The product is [C:1]([N:4]1[CH2:9][CH2:8][C:7]2[S:10][C:11]([C:13]3[CH:18]=[CH:17][C:16]([OH:19])=[CH:15][CH:14]=3)=[N:12][C:6]=2[CH2:5]1)(=[O:3])[CH3:2]. The yield is 0.450. (6) The reactants are [C:1]([C:5]1[CH:10]=[CH:9][C:8]([N:11]2[C:19]3[C:14](=[CH:15][CH:16]=[CH:17][CH:18]=3)[C:13]([CH:20]=[O:21])=[C:12]2Cl)=[CH:7][CH:6]=1)([CH3:4])([CH3:3])[CH3:2].C1(P(C2C=CC=CC=2)C2C=CC3C(=CC=CC=3)C=2C2C3C(=CC=CC=3)C=CC=2P(C2C=CC=CC=2)C2C=CC=CC=2)C=CC=CC=1.[CH3:69][CH:70]1[CH2:72][NH:71]1.O. The catalyst is C1(C)C=CC=CC=1.C1C=CC(/C=C/C(/C=C/C2C=CC=CC=2)=O)=CC=1.C1C=CC(/C=C/C(/C=C/C2C=CC=CC=2)=O)=CC=1.C1C=CC(/C=C/C(/C=C/C2C=CC=CC=2)=O)=CC=1.[Pd].[Pd]. The product is [C:1]([C:5]1[CH:10]=[CH:9][C:8]([N:11]2[C:19]3[C:14](=[CH:15][CH:16]=[CH:17][CH:18]=3)[C:13]([CH:20]=[O:21])=[C:12]2[N:71]2[CH2:72][CH:70]2[CH3:69])=[CH:7][CH:6]=1)([CH3:4])([CH3:3])[CH3:2]. The yield is 0.660. (7) The reactants are [OH:1][C:2]1[CH:11]=[C:10]2[C:5]([CH:6]=[CH:7][CH:8]=[C:9]2CC(O)=O)=[CH:4][CH:3]=1.FC(F)(F)C(OC(=O)C(F)(F)F)=O.[C:29]([OH:33])([CH3:32])([CH3:31])[CH3:30].[NH4+].[OH-].[CH2:36]1C[O:39][CH2:38][CH2:37]1. No catalyst specified. The product is [OH:1][C:2]1[CH:11]=[C:10]2[C:5](=[CH:4][CH:3]=1)[CH:6]=[C:7]([CH:37]([CH3:36])[C:38]([O:33][C:29]([CH3:32])([CH3:31])[CH3:30])=[O:39])[CH:8]=[CH:9]2. The yield is 0.820.